From a dataset of Full USPTO retrosynthesis dataset with 1.9M reactions from patents (1976-2016). Predict the reactants needed to synthesize the given product. (1) Given the product [Cl:1][C:2]1[CH:3]=[CH:4][C:5]2[C:11](=[O:12])[C:10](=[CH:24][N:25]([CH3:27])[CH3:26])[CH2:9][N:8]=[C:7]([C:13]3[C:18]([F:19])=[CH:17][CH:16]=[CH:15][C:14]=3[F:20])[C:6]=2[CH:21]=1, predict the reactants needed to synthesize it. The reactants are: [Cl:1][C:2]1[CH:3]=[CH:4][C:5]2[C:11](=[O:12])[CH2:10][CH2:9][N:8]=[C:7]([C:13]3[C:18]([F:19])=[CH:17][CH:16]=[CH:15][C:14]=3[F:20])[C:6]=2[CH:21]=1.CO[CH:24](OC)[N:25]([CH3:27])[CH3:26]. (2) Given the product [CH3:1][O:2][C:3](=[O:13])[C:4]1[C:9]([Cl:10])=[CH:8][C:7]([F:20])=[CH:6][C:5]=1[Cl:12], predict the reactants needed to synthesize it. The reactants are: [CH3:1][O:2][C:3](=[O:13])[C:4]1[C:9]([Cl:10])=[CH:8][C:7](N)=[CH:6][C:5]=1[Cl:12].N([O-])=O.[Na+].[H+].[B-](F)(F)(F)[F:20]. (3) Given the product [OH:19][C:9]1([C:6]2[S:5][C:4]([CH:1]([CH3:3])[CH3:2])=[N:8][CH:7]=2)[CH2:18][CH2:17][C:12](=[O:13])[CH2:11][CH2:10]1, predict the reactants needed to synthesize it. The reactants are: [CH:1]([C:4]1[S:5][C:6]([C:9]2([OH:19])[CH2:18][CH2:17][C:12]3(OCC[O:13]3)[CH2:11][CH2:10]2)=[CH:7][N:8]=1)([CH3:3])[CH3:2].C([O-])([O-])=O.[Na+].[Na+]. (4) Given the product [CH2:11]([O:10][C:9]([NH:8][C@@H:5]1[CH2:6][CH2:7][C@@:3]([CH2:2][NH:1][C:29]([O:31][C:32]([CH3:35])([CH3:34])[CH3:33])=[O:30])([CH3:21])[C:4]1([CH3:20])[CH3:19])=[O:18])[C:12]1[CH:13]=[CH:14][CH:15]=[CH:16][CH:17]=1, predict the reactants needed to synthesize it. The reactants are: [NH2:1][CH2:2][C@@:3]1([CH3:21])[CH2:7][CH2:6][C@@H:5]([NH:8][C:9](=[O:18])[O:10][CH2:11][C:12]2[CH:17]=[CH:16][CH:15]=[CH:14][CH:13]=2)[C:4]1([CH3:20])[CH3:19].C(N(CC)CC)C.[C:29](O[C:29]([O:31][C:32]([CH3:35])([CH3:34])[CH3:33])=[O:30])([O:31][C:32]([CH3:35])([CH3:34])[CH3:33])=[O:30]. (5) The reactants are: [NH:1]1[C:5]2=[N:6][CH:7]=[CH:8][CH:9]=[C:4]2[C:3]([CH:10]=[C:11]2[O:15][C:14]([NH:16][CH:17]([CH3:19])[CH3:18])=[C:13](C(OCC)=O)[C:12]2=[O:25])=[CH:2]1. Given the product [NH:1]1[C:5]2=[N:6][CH:7]=[CH:8][CH:9]=[C:4]2[C:3]([CH:10]=[C:11]2[C:12](=[O:25])[CH:13]=[C:14]([NH:16][CH:17]([CH3:19])[CH3:18])[O:15]2)=[CH:2]1, predict the reactants needed to synthesize it. (6) The reactants are: Cl.[CH2:2]([O:9][C:10]([NH:12][CH2:13][CH2:14][CH2:15][C@@H:16]([C:18]([NH:20][C@H:21]1[CH2:25][CH2:24][CH2:23][C@H:22]1[C:26]([O:28][CH2:29][C:30](=[O:37])[C:31]1[CH:36]=[CH:35][CH:34]=[CH:33][CH:32]=1)=[O:27])=[O:19])[NH2:17])=[O:11])[C:3]1[CH:8]=[CH:7][CH:6]=[CH:5][CH:4]=1.[Cl:38][C:39]1[CH:46]=[CH:45][C:42]([CH:43]=O)=[CH:41][CH:40]=1.C([O-])(=O)C.[Na+].[BH4-].[Na+].C(=O)(O)[O-].[Na+]. Given the product [CH2:2]([O:9][C:10]([NH:12][CH2:13][CH2:14][CH2:15][C@@H:16]([C:18]([NH:20][C@H:21]1[CH2:25][CH2:24][CH2:23][C@H:22]1[C:26]([O:28][CH2:29][C:30](=[O:37])[C:31]1[CH:32]=[CH:33][CH:34]=[CH:35][CH:36]=1)=[O:27])=[O:19])[NH:17][CH2:43][C:42]1[CH:45]=[CH:46][C:39]([Cl:38])=[CH:40][CH:41]=1)=[O:11])[C:3]1[CH:4]=[CH:5][CH:6]=[CH:7][CH:8]=1, predict the reactants needed to synthesize it. (7) Given the product [F:23][C:2]([F:1])([F:22])[C:3]1[CH:17]=[C:16]([C:18]([F:21])([F:20])[F:19])[CH:15]=[CH:14][C:4]=1[CH2:5][N:6]1[CH2:11][CH2:10][CH:9](/[CH:12]=[C:27]2/[C:28]([NH:30][C@H:31]([C:34]([NH2:36])=[O:35])[CH2:32][OH:33])=[N:29][C:25](=[O:24])[S:26]/2)[CH2:8][CH2:7]1, predict the reactants needed to synthesize it. The reactants are: [F:1][C:2]([F:23])([F:22])[C:3]1[CH:17]=[C:16]([C:18]([F:21])([F:20])[F:19])[CH:15]=[CH:14][C:4]=1[CH2:5][N:6]1[CH2:11][CH2:10][CH:9]([CH:12]=O)[CH2:8][CH2:7]1.[O:24]=[C:25]1[N:29]=[C:28]([NH:30][C@H:31]([C:34]([NH2:36])=[O:35])[CH2:32][OH:33])[CH2:27][S:26]1.C([O-])(=O)C.[NH2+]1CCCCC1.